Dataset: Peptide-MHC class II binding affinity with 134,281 pairs from IEDB. Task: Regression. Given a peptide amino acid sequence and an MHC pseudo amino acid sequence, predict their binding affinity value. This is MHC class II binding data. (1) The peptide sequence is TKPEACSGEPVVVHI. The MHC is HLA-DPA10301-DPB10402 with pseudo-sequence HLA-DPA10301-DPB10402. The binding affinity (normalized) is 0.128. (2) The peptide sequence is EKKYFAAIQFEPLAA. The MHC is DRB1_0701 with pseudo-sequence DRB1_0701. The binding affinity (normalized) is 0.608. (3) The peptide sequence is GGTVIRNPLSRNSTH. The MHC is HLA-DQA10201-DQB10303 with pseudo-sequence HLA-DQA10201-DQB10303. The binding affinity (normalized) is 0.291. (4) The peptide sequence is AYKTAEGATPEAKYD. The MHC is DRB1_0101 with pseudo-sequence DRB1_0101. The binding affinity (normalized) is 0.754.